Task: Predict the reactants needed to synthesize the given product.. Dataset: Full USPTO retrosynthesis dataset with 1.9M reactions from patents (1976-2016) (1) Given the product [OH:16][CH:14]1[CH2:15][N:12]([C:2]2[CH:7]=[CH:6][C:5]([N+:8]([O-:10])=[O:9])=[CH:4][N:3]=2)[CH2:13]1, predict the reactants needed to synthesize it. The reactants are: Cl[C:2]1[CH:7]=[CH:6][C:5]([N+:8]([O-:10])=[O:9])=[CH:4][N:3]=1.Cl.[NH:12]1[CH2:15][CH:14]([OH:16])[CH2:13]1.C(N(CC)CC)C. (2) Given the product [CH3:19][O:20][C:21]1[CH:22]=[CH:23][C:24]([C:27]2[CH:32]=[CH:31][C:30]([C:33]([O:35][CH3:36])=[O:34])=[CH:29][C:28]=2[CH3:37])=[CH:25][C:26]=1[C:2]1[CH:7]=[CH:6][C:5]([C:8]([F:11])([F:10])[F:9])=[CH:4][C:3]=1[C@H:12]1[O:16][C:15](=[O:17])[NH:14][C@@H:13]1[CH3:18], predict the reactants needed to synthesize it. The reactants are: I[C:2]1[CH:7]=[CH:6][C:5]([C:8]([F:11])([F:10])[F:9])=[CH:4][C:3]=1[C@H:12]1[O:16][C:15](=[O:17])[NH:14][C@@H:13]1[CH3:18].[CH3:19][O:20][C:21]1[CH:26]=[CH:25][C:24]([C:27]2[CH:32]=[CH:31][C:30]([C:33]([O:35][CH3:36])=[O:34])=[CH:29][C:28]=2[CH3:37])=[CH:23][C:22]=1B1OC(C)(C)C(C)(C)O1.C(=O)([O-])[O-].[K+].[K+]. (3) Given the product [O:1]=[C:2]1[CH2:6][CH2:5][C:4]([NH:28][C:29]([C:31]2[CH:32]=[N:33][CH:34]=[N:35][CH:36]=2)=[O:30])([C:7](=[O:27])[NH:8][CH2:9][C:10]2[CH:15]=[CH:14][C:13]([NH:16][C:17]3[CH:22]=[CH:21][CH:20]=[CH:19][C:18]=3[C:23]([F:24])([F:25])[F:26])=[CH:12][N:11]=2)[CH2:3]1, predict the reactants needed to synthesize it. The reactants are: [OH:1][CH:2]1[CH2:6][CH2:5][C:4]([NH:28][C:29]([C:31]2[CH:32]=[N:33][CH:34]=[N:35][CH:36]=2)=[O:30])([C:7](=[O:27])[NH:8][CH2:9][C:10]2[CH:15]=[CH:14][C:13]([NH:16][C:17]3[CH:22]=[CH:21][CH:20]=[CH:19][C:18]=3[C:23]([F:26])([F:25])[F:24])=[CH:12][N:11]=2)[CH2:3]1.